The task is: Predict the product of the given reaction.. This data is from Forward reaction prediction with 1.9M reactions from USPTO patents (1976-2016). (1) The product is: [OH:2][C:3]1[C:8](=[O:9])[CH:7]=[CH:6][N:5]([CH3:10])[C:4]=1[CH:13]([OH:12])[C:14]([F:17])([F:16])[F:15]. Given the reactants Cl.[OH:2][C:3]1[C:8](=[O:9])[CH:7]=[CH:6][N:5]([CH3:10])[CH:4]=1.C[O:12][CH:13](O)[C:14]([F:17])([F:16])[F:15].Cl, predict the reaction product. (2) Given the reactants [NH:1]1[C:9]2[CH2:8][CH:7]([C:10]([OH:12])=[O:11])[CH2:6][CH2:5][C:4]=2[CH:3]=[N:2]1.S(Cl)(Cl)=O.[CH3:17]O, predict the reaction product. The product is: [NH:1]1[C:9]2[CH2:8][CH:7]([C:10]([O:12][CH3:17])=[O:11])[CH2:6][CH2:5][C:4]=2[CH:3]=[N:2]1. (3) Given the reactants C(OC([N:8]1[CH2:13][CH2:12][N:11]([C:14](=[O:23])[C:15]2[CH:20]=[CH:19][CH:18]=[C:17]([C:21]#[N:22])[CH:16]=2)[CH2:10][CH2:9]1)=O)(C)(C)C.[ClH:24], predict the reaction product. The product is: [ClH:24].[C:21]([C:17]1[CH:16]=[C:15]([C:14]([N:11]2[CH2:12][CH2:13][NH:8][CH2:9][CH2:10]2)=[O:23])[CH:20]=[CH:19][CH:18]=1)#[N:22]. (4) Given the reactants [Br:1][CH2:2][C:3]1[CH:4]=[CH:5][C:6]([CH3:12])=[C:7]([CH:11]=1)[C:8]([OH:10])=[O:9].ClC(Cl)(Cl)C(=N)O[C:17]([CH3:20])([CH3:19])[CH3:18].B(F)(F)F.CCOCC, predict the reaction product. The product is: [Br:1][CH2:2][C:3]1[CH:4]=[CH:5][C:6]([CH3:12])=[C:7]([CH:11]=1)[C:8]([O:10][C:17]([CH3:20])([CH3:19])[CH3:18])=[O:9]. (5) Given the reactants [Cl:1][C:2]1[C:10]2[O:9][C:8]([CH2:11][CH3:12])=[N:7][C:6]=2[CH:5]=[C:4]([F:13])[CH:3]=1.S(=O)(=O)(O)O.[N+:19]([O-])([OH:21])=[O:20], predict the reaction product. The product is: [NH2:19][C:5]1[C:6]2[N:7]=[C:8]([CH2:11][CH3:12])[O:9][C:10]=2[C:2]([Cl:1])=[CH:3][C:4]=1[F:13].[Cl:1][C:2]1[C:10]2[O:9][C:8]([CH2:11][CH3:12])=[N:7][C:6]=2[CH:5]=[C:4]([F:13])[C:3]=1[N+:19]([O-:21])=[O:20]. (6) The product is: [CH:1]([O:4][C:5](=[O:39])[NH:6][C@@H:7]1[CH2:38][C:10]2[N:11]([CH2:20][C:21]3[C:22]([NH2:27])=[N:23][CH:24]=[CH:25][CH:26]=3)[C:12]3[CH:13]=[CH:14][C:15]([C:18]#[N:19])=[CH:16][C:17]=3[C:9]=2[CH2:8]1)([CH3:3])[CH3:2]. Given the reactants [CH:1]([O:4][C:5](=[O:39])[NH:6][C@@H:7]1[CH2:38][C:10]2[N:11]([CH2:20][C:21]3[C:22]([N:27]4C(=O)C5C(=CC=CC=5)C4=O)=[N:23][CH:24]=[CH:25][CH:26]=3)[C:12]3[CH:13]=[CH:14][C:15]([C:18]#[N:19])=[CH:16][C:17]=3[C:9]=2[CH2:8]1)([CH3:3])[CH3:2].O.NN, predict the reaction product.